From a dataset of Drug-target binding data from BindingDB using IC50 measurements. Regression. Given a target protein amino acid sequence and a drug SMILES string, predict the binding affinity score between them. We predict pIC50 (pIC50 = -log10(IC50 in M); higher means more potent). Dataset: bindingdb_ic50. (1) The drug is C=C(COC(=O)c1c(Cl)cccc1Cl)C(=O)NC(CC(C)C)C(=O)NCC(=O)OCC. The target protein (Q16881) has sequence MGCAEGKAVAAAAPTELQTKGKNGDGRRRSAKDHHPGKTLPENPAGFTSTATADSRALLQAYIDGHSVVIFSRSTCTRCTEVKKLFKSLCVPYFVLELDQTEDGRALEGTLSELAAETDLPVVFVKQRKIGGHGPTLKAYQEGRLQKLLKMNGPEDLPKSYDYDLIIIGGGSGGLAAAKEAAQYGKKVMVLDFVTPTPLGTRWGLGGTCVNVGCIPKKLMHQAALLGQALQDSRNYGWKVEETVKHDWDRMIEAVQNHIGSLNWGYRVALREKKVVYENAYGQFIGPHRIKATNNKGKEKIYSAERFLIATGERPRYLGIPGDKEYCISSDDLFSLPYCPGKTLVVGASYVALECAGFLAGIGLDVTVMVRSILLRGFDQDMANKIGEHMEEHGIKFIRQFVPIKVEQIEAGTPGRLRVVAQSTNSEEIIEGEYNTVMLAIGRDACTRKIGLETVGVKINEKTGKIPVTDEEQTNVPYIYAIGDILEDKVELTPVAIQAG.... The pIC50 is 5.5. (2) The target protein sequence is MSQERPTFYRQELNKTIWEVPERYQNLSPVGSGAYGSVCAAFDTKTGHRVAVKKLSRPFQSIIHAKRTYRELRLLKHMKHENVIGLLDVFTPARSLEEFNDVYLVTHLMAADLNNIVKCQKLTDDHVQFLIYQILRGLKYIHSADIIHRDLKPSNLAVNEDCELKILDFGLARHTDDEMTGYVATRWYRAPEIMLNWMHYNQTVDIWSVGCIMAELLTGRTLFPGTDHIDQLKLILRLVGTPGAELLKKISSESARNYIQSLAQMPKMNFANVFIGANPLAVDLLEKMLVLDSDKRITAAQALAHAYFAQYHDPDDEPVADPYDQSFESRDLLIDEWKSLTYDEVISFVPPPLDQEEMES. The drug is O=C1NCc2nc(Sc3ccc(F)cc3F)c(C3=CCNCC3)cc2N1c1c(Cl)cccc1Cl. The pIC50 is 7.2. (3) The drug is COc1cccc(C(=O)NN=C(c2ccccc2)c2ccccn2)c1. The target protein (P35414) has sequence MEEGGDFDNYYGADNQSECEYTDWKSSGALIPAIYMLVFLLGTTGNGLVLWTVFRSSREKRRSADIFIASLAVADLTFVVTLPLWATYTYRDYDWPFGTFFCKLSSYLIFVNMYASVFCLTGLSFDRYLAIVRPVANARLRLRVSGAVATAVLWVLAALLAMPVMVLRTTGDLENTTKVQCYMDYSMVATVSSEWAWEVGLGVSSTTVGFVVPFTIMLTCYFFIAQTIAGHFRKERIEGLRKRRRLLSIIVVLVVTFALCWMPYHLVKTLYMLGSLLHWPCDFDLFLMNIFPYCTCISYVNSCLNPFLYAFFDPRFRQACTSMLCCGQSRCAGTSHSSSGEKSASYSSGHSQGPGPNMGKGGEQMHEKSIPYSQETLVVD. The pIC50 is 4.4. (4) The pIC50 is 6.1. The compound is CC(C)(C)c1ccc(CCC(O)(CC(=O)O)C(=O)O)cc1. The target protein (Q86YT5) has sequence MASALSYVSKFKSFVILFVTPLLLLPLVILMPAKFVRCAYVIILMAIYWCTEVIPLAVTSLMPVLLFPLFQILDSRQVCVQYMKDTNMLFLGGLIVAVAVERWNLHKRIALRTLLWVGAKPARLMLGFMGVTALLSMWISNTATTAMMVPIVEAILQQMEATSAATEAGLELVDKGKAKELPGSQVIFEGPTLGQQEDQERKRLCKAMTLCICYAASIGGTATLTGTGPNVVLLGQMNELFPDSKDLVNFASWFAFAFPNMLVMLLFAWLWLQFVYMRFNFKKSWGCGLESKKNEKAALKVLQEEYRKLGPLSFAEINVLICFFLLVILWFSRDPGFMPGWLTVAWVEGETKYVSDATVAIFVATLLFIVPSQKPKFNFRSQTEEERKTPFYPPPLLDWKVTQEKVPWGIVLLLGGGFALAKGSEASGLSVWMGKQMEPLHAVPPAAITLILSLLVAVFTECTSNVATTTLFLPIFASMSRSIGLNPLYIMLPCTLSASF.... (5) The small molecule is C/C=C/CNC(=N)NCCCCCCCCN1CCCCCOc2ccccc2CNC(=N)NC1=O. The target protein sequence is MLGFLGKSMALLAALQATLTSATPVSTNDVSVEKRASGYTNAVYFTNWGIYGRNFQPQDLVASDITHVIYPFMNFQADGTVVSGDAYADYQKHYSDDSWNDVGNNAYGCVKQLFKLKKANRNLKVMLSIGGWTWSTNFPSAASTDANRKNFAKTAITFMKDWGFDGIDVDWEYPADDTQATNMVLLLKEIRSQLDAYAAQYAPGYHFLLSIAAPAGPEHYSALHMADLGQVLDYVNLMAYDYAGSWSSYSGHDANLFANPSNPNSSPYNTDQAIKAYINGGVPASKIVLGMPIYGRSFESTNGIGQTYNGIGSGSWENGIWDYKVLPKAGATVQYDSVAQAYYSYDSSSKELISFDTPDMVSKKVSYLKNLGLGGSMFWEASADKTGSDSLIGTSHRALGSLDSTQNLLSYPNSQYDNIRSGLN. The pIC50 is 4.3.